Task: Predict the reactants needed to synthesize the given product.. Dataset: Full USPTO retrosynthesis dataset with 1.9M reactions from patents (1976-2016) (1) Given the product [CH2:1]([O:8][C:9]([N:11]1[CH2:15][C@H:14]([O:16][CH3:17])[CH2:13][C@H:12]1[CH2:18][C:19](=[O:28])[CH2:22][C:23]([O:25][CH2:26][CH3:27])=[O:24])=[O:10])[C:2]1[CH:7]=[CH:6][CH:5]=[CH:4][CH:3]=1, predict the reactants needed to synthesize it. The reactants are: [CH2:1]([O:8][C:9]([N:11]1[CH2:15][C@H:14]([O:16][CH3:17])[CH2:13][C@@H:12]1[CH2:18][C:19]#N)=[O:10])[C:2]1[CH:7]=[CH:6][CH:5]=[CH:4][CH:3]=1.Br[CH2:22][C:23]([O:25][CH2:26][CH3:27])=[O:24].[O:28]1CCCC1. (2) Given the product [CH3:17][N:18]([CH3:34])[C:19]1([CH2:24][O:25][C:26]2[CH:33]=[CH:32][C:29]([CH:30]=[O:8])=[CH:28][CH:27]=2)[CH2:23][CH2:22][CH2:21][CH2:20]1, predict the reactants needed to synthesize it. The reactants are: NC1(C[O:8]C2C=CC(C#N)=CC=2)CCCC1.[CH3:17][N:18]([CH3:34])[C:19]1([CH2:24][O:25][C:26]2[CH:33]=[CH:32][C:29]([C:30]#N)=[CH:28][CH:27]=2)[CH2:23][CH2:22][CH2:21][CH2:20]1. (3) Given the product [F:8][C:7]1[C:2]([NH:23][NH2:24])=[N:3][CH:4]=[C:5]([C:9]2[CH:10]=[N:11][N:12]([CH2:14][CH2:15][O:16][CH:17]3[CH2:22][CH2:21][CH2:20][CH2:19][O:18]3)[CH:13]=2)[CH:6]=1, predict the reactants needed to synthesize it. The reactants are: F[C:2]1[C:7]([F:8])=[CH:6][C:5]([C:9]2[CH:10]=[N:11][N:12]([CH2:14][CH2:15][O:16][CH:17]3[CH2:22][CH2:21][CH2:20][CH2:19][O:18]3)[CH:13]=2)=[CH:4][N:3]=1.[NH2:23][NH2:24]. (4) Given the product [Cl:1][C:2]1[C:7]([F:8])=[CH:6][C:5]([CH:9]2[CH2:14][CH:13]([C:15]([OH:17])=[O:16])[CH2:12][CH2:11][N:10]2[C:19]([O:21][CH3:22])=[O:20])=[CH:4][C:3]=1[F:23], predict the reactants needed to synthesize it. The reactants are: [Cl:1][C:2]1[C:7]([F:8])=[CH:6][C:5]([CH:9]2[CH2:14][CH:13]([C:15]([O:17]C)=[O:16])[CH2:12][CH2:11][N:10]2[C:19]([O:21][CH3:22])=[O:20])=[CH:4][C:3]=1[F:23].[Br-].[Li+].C(N(CC)CC)C.CC(OC)(C)C. (5) Given the product [Cl:8][C:9]1[CH:17]=[C:16]([Cl:18])[CH:15]=[C:14]2[C:10]=1[CH:11]=[C:12]([C:19]([NH:21][C@H:22]1[CH2:26][CH2:25][N:24]([CH3:2])[CH2:23]1)=[O:20])[NH:13]2, predict the reactants needed to synthesize it. The reactants are: F[C:2](F)(F)C(O)=O.[Cl:8][C:9]1[CH:17]=[C:16]([Cl:18])[CH:15]=[C:14]2[C:10]=1[CH:11]=[C:12]([C:19]([NH:21][C@H:22]1[CH2:26][CH2:25][NH:24][CH2:23]1)=[O:20])[NH:13]2.N. (6) Given the product [F:1][C:2]([F:7])([F:6])[C:3]([OH:5])=[O:4].[F:8][C:9]1[CH:10]=[CH:11][C:12]([C:15]2[N:20]=[CH:19][C:18]([NH:21][CH2:22][C:23]([NH:26][C:27]3[CH:28]=[N:29][CH:30]=[CH:31][CH:32]=3)=[O:25])=[CH:17][CH:16]=2)=[CH:13][CH:14]=1, predict the reactants needed to synthesize it. The reactants are: [F:1][C:2]([F:7])([F:6])[C:3]([OH:5])=[O:4].[F:8][C:9]1[CH:14]=[CH:13][C:12]([C:15]2[N:20]=[CH:19][C:18]([NH:21][CH2:22][C:23]([OH:25])=O)=[CH:17][CH:16]=2)=[CH:11][CH:10]=1.[NH2:26][C:27]1[CH:28]=[N:29][CH:30]=[CH:31][CH:32]=1.